From a dataset of Forward reaction prediction with 1.9M reactions from USPTO patents (1976-2016). Predict the product of the given reaction. Given the reactants [Cl:1][C:2]1[C:3]2[CH:16]=[CH:15][NH:14][C:4]=2[N:5]=[C:6]([C:8]2[CH:9]=[N:10][CH:11]=[CH:12][CH:13]=2)[N:7]=1.[C:17]([O-])([O-])=O.[Cs+].[Cs+].IC, predict the reaction product. The product is: [Cl:1][C:2]1[C:3]2[CH:16]=[CH:15][N:14]([CH3:17])[C:4]=2[N:5]=[C:6]([C:8]2[CH:9]=[N:10][CH:11]=[CH:12][CH:13]=2)[N:7]=1.